From a dataset of Catalyst prediction with 721,799 reactions and 888 catalyst types from USPTO. Predict which catalyst facilitates the given reaction. Product: [OH:18][CH:14]([CH2:13][CH2:12][CH2:11][C:8]1[CH:7]=[CH:6][C:5]([O:4][CH3:3])=[CH:10][CH:9]=1)[C:15]([OH:17])=[O:16]. Reactant: [OH-].[Na+].[CH3:3][O:4][C:5]1[CH:10]=[CH:9][C:8]([CH2:11][CH2:12][CH2:13][C:14](=[O:18])[C:15]([OH:17])=[O:16])=[CH:7][CH:6]=1.[BH4-].[Na+].Cl. The catalyst class is: 6.